Dataset: Full USPTO retrosynthesis dataset with 1.9M reactions from patents (1976-2016). Task: Predict the reactants needed to synthesize the given product. (1) Given the product [Cl:1][C:2]1[C:3]([C:23]2[N:27]3[CH:28]=[CH:29][CH:30]=[CH:31][C:26]3=[N:25][CH:24]=2)=[N:4][C:5]([NH:8][C:9]2[CH:14]=[CH:13][C:12]([N:15]3[CH2:16][CH2:17][N:18]([C:39](=[O:40])[CH2:38][N:35]4[CH2:36][CH2:37][O:32][CH2:33][CH2:34]4)[CH2:19][CH2:20]3)=[CH:11][C:10]=2[O:21][CH3:22])=[N:6][CH:7]=1, predict the reactants needed to synthesize it. The reactants are: [Cl:1][C:2]1[C:3]([C:23]2[N:27]3[CH:28]=[CH:29][CH:30]=[CH:31][C:26]3=[N:25][CH:24]=2)=[N:4][C:5]([NH:8][C:9]2[CH:14]=[CH:13][C:12]([N:15]3[CH2:20][CH2:19][NH:18][CH2:17][CH2:16]3)=[CH:11][C:10]=2[O:21][CH3:22])=[N:6][CH:7]=1.[O:32]1[CH2:37][CH2:36][N:35]([CH2:38][C:39](O)=[O:40])[CH2:34][CH2:33]1.C(N(C(C)C)C(C)C)C.CN(C(ON1N=NC2C=CC=NC1=2)=[N+](C)C)C.F[P-](F)(F)(F)(F)F. (2) Given the product [CH3:6][O:5][C:3](=[O:4])[C:2](=[C:10]([C:13]1[O:14][C:15]([CH3:18])=[CH:16][CH:17]=1)[CH3:11])[C:1]([O:8][CH3:9])=[O:7], predict the reactants needed to synthesize it. The reactants are: [C:1]([O:8][CH3:9])(=[O:7])[CH2:2][C:3]([O:5][CH3:6])=[O:4].[C:10]([C:13]1[O:14][C:15]([CH3:18])=[CH:16][CH:17]=1)(=O)[CH3:11].N1C=CC=CC=1.ClCCl.